Task: Predict the product of the given reaction.. Dataset: Forward reaction prediction with 1.9M reactions from USPTO patents (1976-2016) (1) Given the reactants [CH2:1]([O:5][C:6]1[CH:11]=[CH:10][CH:9]=[C:8]([O:12][CH2:13][CH2:14][CH2:15][CH3:16])[C:7]=1[O:17][CH2:18][CH2:19][CH2:20][CH3:21])[CH2:2][CH2:3][CH3:4].[N:22]([O-:24])=[O:23].[Na+].[N+]([O-])(O)=O.O, predict the reaction product. The product is: [CH2:13]([O:12][C:8]1[CH:9]=[C:10]([N+:22]([O-:24])=[O:23])[CH:11]=[C:6]([O:5][CH2:1][CH2:2][CH2:3][CH3:4])[C:7]=1[O:17][CH2:18][CH2:19][CH2:20][CH3:21])[CH2:14][CH2:15][CH3:16]. (2) Given the reactants [CH2:1]([C@@H:8]1[NH:13][CH2:12][CH2:11][N:10]([CH2:14][C:15]2[CH:20]=[CH:19][C:18](Br)=[CH:17][CH:16]=2)[CH2:9]1)[C:2]1[CH:7]=[CH:6][CH:5]=[CH:4][CH:3]=1.[Cl:22][C:23]1[CH:28]=[CH:27][C:26]([CH3:29])=[CH:25][C:24]=1B(O)O.C(=O)([O-])[O-].[Na+].[Na+].C1(C)C=CC=CC=1, predict the reaction product. The product is: [CH2:1]([CH:8]1[NH:13][CH2:12][CH2:11][N:10]([CH2:14][C:15]2[CH:20]=[CH:19][C:18]([C:24]3[CH:25]=[C:26]([CH3:29])[CH:27]=[CH:28][C:23]=3[Cl:22])=[CH:17][CH:16]=2)[CH2:9]1)[C:2]1[CH:7]=[CH:6][CH:5]=[CH:4][CH:3]=1. (3) Given the reactants [Cl:1][C:2]1[CH:7]=[CH:6][C:5]([C:8](=[O:14])[NH:9][CH2:10][CH:11]([CH3:13])[CH3:12])=[CH:4][C:3]=1[C:15]1[C:20]([N:21]([CH2:26][CH2:27][OH:28])[S:22]([CH3:25])(=[O:24])=[O:23])=[CH:19][N:18]2[N:29]=[C:30]([C:35]3[CH:40]=[CH:39][C:38]([F:41])=[CH:37][CH:36]=3)[C:31]([C:32]([OH:34])=[O:33])=[C:17]2[CH:16]=1.Cl.[CH3:43][NH2:44], predict the reaction product. The product is: [C:32]([O-:34])(=[O:33])[CH3:31].[NH4+:9].[Cl:1][C:2]1[CH:7]=[CH:6][C:5]([C:8](=[O:14])[NH:9][CH2:10][CH:11]([CH3:13])[CH3:12])=[CH:4][C:3]=1[C:15]1[C:20]([N:21]([CH2:26][CH2:27][OH:28])[S:22]([CH3:25])(=[O:24])=[O:23])=[CH:19][N:18]2[N:29]=[C:30]([C:35]3[CH:40]=[CH:39][C:38]([F:41])=[CH:37][CH:36]=3)[C:31]([C:32]([NH:44][CH3:43])=[O:33])=[C:17]2[CH:16]=1. (4) Given the reactants [NH2:1][C:2]1[CH:21]=[CH:20][C:5]2[C:6]([CH3:19])([CH3:18])[CH2:7][CH:8]([N:12]3[CH2:17][CH2:16][O:15][CH2:14][CH2:13]3)[C:9](=[O:11])[NH:10][C:4]=2[CH:3]=1.Cl[C:23]1[N:28]=[C:27]([NH:29][C:30]2[C:39]([F:40])=[CH:38][CH:37]=[CH:36][C:31]=2[C:32]([NH:34][CH3:35])=[O:33])[C:26]([Cl:41])=[CH:25][N:24]=1, predict the reaction product. The product is: [Cl:41][C:26]1[C:27]([NH:29][C:30]2[C:39]([F:40])=[CH:38][CH:37]=[CH:36][C:31]=2[C:32]([NH:34][CH3:35])=[O:33])=[N:28][C:23]([NH:1][C:2]2[CH:21]=[CH:20][C:5]3[C:6]([CH3:18])([CH3:19])[CH2:7][CH:8]([N:12]4[CH2:13][CH2:14][O:15][CH2:16][CH2:17]4)[C:9](=[O:11])[NH:10][C:4]=3[CH:3]=2)=[N:24][CH:25]=1. (5) Given the reactants [NH:1](C(OC(C)(C)C)=O)[C@H:2]([C:8]([O:10]C(C)(C)C)=[O:9])[CH2:3][CH2:4][C:5](=[O:7])O.[CH:22]1[CH:27]=N[C:25]2[N:28](O)N=N[C:24]=2[CH:23]=1.[CH3:32]N(C(ON1N=NC2C=CC=NC1=2)=[N+](C)C)C.F[P-](F)(F)(F)(F)F.[PH:56](=[O:67])([O:59]C1C=CC=C(N)C=1)[O:57][CH3:58], predict the reaction product. The product is: [OH:67][P:56]([C:27]1[CH:32]=[C:25]([NH:28][C:5](=[O:7])[CH2:4][CH2:3][C@@H:2]([C:8]([OH:10])=[O:9])[NH2:1])[CH:24]=[CH:23][CH:22]=1)([O:57][CH3:58])=[O:59].